Dataset: Peptide-MHC class I binding affinity with 185,985 pairs from IEDB/IMGT. Task: Regression. Given a peptide amino acid sequence and an MHC pseudo amino acid sequence, predict their binding affinity value. This is MHC class I binding data. (1) The MHC is HLA-A11:01 with pseudo-sequence HLA-A11:01. The binding affinity (normalized) is 0.801. The peptide sequence is PSAEDNYLAK. (2) The peptide sequence is YSVYIGGGLV. The MHC is H-2-Db with pseudo-sequence H-2-Db. The binding affinity (normalized) is 0.00379. (3) The peptide sequence is SFSNTIQSY. The MHC is HLA-A03:01 with pseudo-sequence HLA-A03:01. The binding affinity (normalized) is 0.135. (4) The peptide sequence is DSPATLSAY. The MHC is HLA-A02:01 with pseudo-sequence HLA-A02:01. The binding affinity (normalized) is 0.0847. (5) The peptide sequence is DPNPQEVVL. The MHC is HLA-A02:06 with pseudo-sequence HLA-A02:06. The binding affinity (normalized) is 0.